The task is: Predict which catalyst facilitates the given reaction.. This data is from Catalyst prediction with 721,799 reactions and 888 catalyst types from USPTO. (1) Reactant: [CH:1]([C:3]1[CH:4]=[C:5]([NH:9][C:10]([NH:12][C:13]2[CH:18]=[CH:17][C:16]([C:19]([F:22])([F:21])[F:20])=[CH:15][CH:14]=2)=[O:11])[CH:6]=[CH:7][CH:8]=1)=O.C(O[C:26](=[O:30])[CH2:27][C:28]#[N:29])C.[CH:31]([NH2:33])=[NH:32].C(=O)([O-])[O-].[K+].[K+]. Product: [C:28]([C:27]1[C:1]([C:3]2[CH:4]=[C:5]([NH:9][C:10]([NH:12][C:13]3[CH:18]=[CH:17][C:16]([C:19]([F:20])([F:21])[F:22])=[CH:15][CH:14]=3)=[O:11])[CH:6]=[CH:7][CH:8]=2)=[N:32][CH:31]=[N:33][C:26]=1[OH:30])#[N:29]. The catalyst class is: 495. (2) Reactant: [CH3:1][C:2]1([CH3:47])[CH2:6][C:5]2([CH2:11][CH2:10][CH2:9][N:8]([CH:12]3[CH2:17][CH2:16][N:15]([C:18]([C:20]4[C:29]5[C:24](=[CH:25][CH:26]=[CH:27][CH:28]=5)[N:23]=[C:22]([N:30]5[CH2:35][CH2:34][CH:33]([C:36]([O:38]CC6C=CC=CC=6)=[O:37])[CH2:32][CH2:31]5)[CH:21]=4)=[O:19])[CH2:14][CH2:13]3)[CH2:7]2)[C:4](=[O:46])[O:3]1. Product: [CH3:1][C:2]1([CH3:47])[CH2:6][C:5]2([CH2:11][CH2:10][CH2:9][N:8]([CH:12]3[CH2:13][CH2:14][N:15]([C:18]([C:20]4[C:29]5[C:24](=[CH:25][CH:26]=[CH:27][CH:28]=5)[N:23]=[C:22]([N:30]5[CH2:35][CH2:34][CH:33]([C:36]([OH:38])=[O:37])[CH2:32][CH2:31]5)[CH:21]=4)=[O:19])[CH2:16][CH2:17]3)[CH2:7]2)[C:4](=[O:46])[O:3]1. The catalyst class is: 352.